Dataset: Reaction yield outcomes from USPTO patents with 853,638 reactions. Task: Predict the reaction yield, written as a fraction of the theoretical maximum amount of product (1.0 means a 100% yield; for example, 0.34 means a 34% yield). The reactants are C([O:3][C:4](=[O:16])[C:5]([C:7]1[S:8][C:9]([CH2:12][CH2:13][CH2:14][CH3:15])=[CH:10][CH:11]=1)=[O:6])C.C([O-])([O-])=O.[K+].[K+]. The catalyst is C(O)C. The product is [CH2:12]([C:9]1[S:8][C:7]([C:5](=[O:6])[C:4]([OH:16])=[O:3])=[CH:11][CH:10]=1)[CH2:13][CH2:14][CH3:15]. The yield is 0.670.